This data is from Full USPTO retrosynthesis dataset with 1.9M reactions from patents (1976-2016). The task is: Predict the reactants needed to synthesize the given product. (1) Given the product [Cl:24][C:21]1[C:20]([C:25]([NH:1][C:2]2[C:3]([NH:9][CH2:10][CH3:11])=[N:4][C:5]([F:8])=[CH:6][CH:7]=2)=[O:26])=[CH:19][C:18]([Br:17])=[CH:23][N:22]=1, predict the reactants needed to synthesize it. The reactants are: [NH2:1][C:2]1[C:3]([NH:9][CH2:10][CH3:11])=[N:4][C:5]([F:8])=[CH:6][CH:7]=1.C([O-])(O)=O.[Na+].[Br:17][C:18]1[CH:19]=[C:20]([C:25](Cl)=[O:26])[C:21]([Cl:24])=[N:22][CH:23]=1.O. (2) Given the product [CH2:1]([NH:8][C:9](=[O:25])[N:10]([CH2:11][CH3:12])[CH2:13][C:14]1[CH:19]=[C:18]([C:20]([F:23])([F:22])[F:21])[CH:17]=[CH:16][C:15]=1[B:26]1[O:30][C:29]([CH3:32])([CH3:31])[C:28]([CH3:34])([CH3:33])[O:27]1)[C:2]1[CH:7]=[CH:6][CH:5]=[CH:4][CH:3]=1, predict the reactants needed to synthesize it. The reactants are: [CH2:1]([NH:8][C:9](=[O:25])[N:10]([CH2:13][C:14]1[CH:19]=[C:18]([C:20]([F:23])([F:22])[F:21])[CH:17]=[CH:16][C:15]=1Br)[CH2:11][CH3:12])[C:2]1[CH:7]=[CH:6][CH:5]=[CH:4][CH:3]=1.[B:26]1([B:26]2[O:30][C:29]([CH3:32])([CH3:31])[C:28]([CH3:34])([CH3:33])[O:27]2)[O:30][C:29]([CH3:32])([CH3:31])[C:28]([CH3:34])([CH3:33])[O:27]1. (3) Given the product [O:18]1[CH2:23][CH2:22][CH2:21][CH:20]([CH2:24][NH:25][C:15]([C:12]2[CH:11]=[C:10]([CH2:9][O:8][CH2:1][C:2]3[CH:3]=[CH:4][CH:5]=[CH:6][CH:7]=3)[O:14][N:13]=2)=[O:17])[CH2:19]1, predict the reactants needed to synthesize it. The reactants are: [CH2:1]([O:8][CH2:9][C:10]1[O:14][N:13]=[C:12]([C:15]([OH:17])=O)[CH:11]=1)[C:2]1[CH:7]=[CH:6][CH:5]=[CH:4][CH:3]=1.[O:18]1[CH2:23][CH2:22][CH2:21][CH:20]([CH2:24][NH2:25])[CH2:19]1.ON1C2C=CC=CC=2N=N1.Cl.C(N=C=NCCCN(C)C)C.Cl. (4) Given the product [Cl:8][C:9]1[CH:10]=[C:11]2[C:16](=[CH:17][CH:18]=1)[CH:15]=[C:14]([S:19][CH2:28][CH:22]([CH2:21][OH:20])[C:23]([OH:25])=[O:24])[CH:13]=[CH:12]2, predict the reactants needed to synthesize it. The reactants are: C(N(CC)CC)C.[Cl:8][C:9]1[CH:10]=[C:11]2[C:16](=[CH:17][CH:18]=1)[CH:15]=[C:14]([SH:19])[CH:13]=[CH:12]2.[OH:20][CH2:21][C:22](=[CH2:28])[C:23]([O:25]CC)=[O:24].[OH-].[Na+]. (5) Given the product [Br:39][C:40]1[CH:45]=[CH:44][C:43]([S:46]([N:8]2[CH2:9][CH2:10][CH:11]([CH2:14][NH:15][C:16]3[N:25]=[C:24]([N:26]([CH3:27])[CH3:28])[C:23]4[C:18](=[CH:19][CH:20]=[CH:21][CH:22]=4)[N:17]=3)[CH2:12][CH2:13]2)(=[O:48])=[O:47])=[C:42]([O:50][C:51]([F:53])([F:52])[F:54])[CH:41]=1, predict the reactants needed to synthesize it. The reactants are: C(OC([N:8]1[CH2:13][CH2:12][CH:11]([CH2:14][NH:15][C:16]2[N:25]=[C:24]([N:26]([CH3:28])[CH3:27])[C:23]3[C:18](=[CH:19][CH:20]=[CH:21][CH:22]=3)[N:17]=2)[CH2:10][CH2:9]1)=O)(C)(C)C.Cl.C(N(C(C)C)CC)(C)C.[Br:39][C:40]1[CH:45]=[CH:44][C:43]([S:46](Cl)(=[O:48])=[O:47])=[C:42]([O:50][C:51]([F:54])([F:53])[F:52])[CH:41]=1.